From a dataset of Forward reaction prediction with 1.9M reactions from USPTO patents (1976-2016). Predict the product of the given reaction. (1) The product is: [CH3:1][C:2]1[CH:3]=[CH:4][C:5]([C:22]([N:24]2[CH2:25][CH2:26][O:27][CH2:28][CH2:29]2)=[O:23])=[C:6]([CH2:8][N:9]2[CH2:14][CH2:13][NH:12][CH2:11][CH2:10]2)[CH:7]=1. Given the reactants [CH3:1][C:2]1[CH:3]=[CH:4][C:5]([C:22]([N:24]2[CH2:29][CH2:28][O:27][CH2:26][CH2:25]2)=[O:23])=[C:6]([CH2:8][N:9]2[CH2:14][CH2:13][N:12](C(OC(C)(C)C)=O)[CH2:11][CH2:10]2)[CH:7]=1.FC(F)(F)C(O)=O, predict the reaction product. (2) Given the reactants [C:1]([O:5][C:6]1[CH:13]=[CH:12][C:9]([CH:10]=[CH2:11])=[CH:8][CH:7]=1)([CH3:4])([CH3:3])[CH3:2].[C:14]([O:18][CH:19]1[CH2:24][CH2:23][CH2:22][CH2:21][CH2:20]1)(=[O:17])[CH:15]=[CH2:16].N(C(C)(C)C#N)=NC(C)(C)C#N, predict the reaction product. The product is: [C:1]([O:5][C:6]1[CH:7]=[CH:8][C:9]([CH:10]=[CH2:11])=[CH:12][CH:13]=1)([CH3:4])([CH3:2])[CH3:3].[C:14]([O:18][CH:19]1[CH2:24][CH2:23][CH2:22][CH2:21][CH2:20]1)(=[O:17])[CH:15]=[CH2:16]. (3) Given the reactants [CH2:1]([O:3][C:4]([C:6]1([CH2:9]OS(C)(=O)=O)[CH2:8][CH2:7]1)=[O:5])[CH3:2].[CH3:15][NH:16][CH3:17], predict the reaction product. The product is: [CH2:1]([O:3][C:4]([C:6]1([CH2:9][N:16]([CH3:17])[CH3:15])[CH2:8][CH2:7]1)=[O:5])[CH3:2]. (4) The product is: [CH3:13][C:11]1[CH:10]=[C:9]([NH:14][C:15]2[N:20]=[C:19]([C:21]([F:24])([F:23])[F:22])[CH:18]=[CH:17][N:16]=2)[CH:8]=[C:7]([C:4]2[S:3][C:2]([C:33]3[CH:34]=[N:35][NH:36][CH:37]=3)=[N:6][CH:5]=2)[CH:12]=1. Given the reactants Br[C:2]1[S:3][C:4]([C:7]2[CH:8]=[C:9]([NH:14][C:15]3[N:20]=[C:19]([C:21]([F:24])([F:23])[F:22])[CH:18]=[CH:17][N:16]=3)[CH:10]=[C:11]([CH3:13])[CH:12]=2)=[CH:5][N:6]=1.CC1(C)C(C)(C)OB([C:33]2[CH:34]=[N:35][NH:36][CH:37]=2)O1.C([O-])([O-])=O.[Na+].[Na+], predict the reaction product. (5) The product is: [CH3:19][N:18]([CH3:20])[C:17]([C:14]1[CH:15]=[C:16]2[C:11]([CH2:10][NH:9][CH:8]2[C:6]([OH:7])=[O:5])=[CH:12][CH:13]=1)=[O:21]. Given the reactants C([O:5][C:6]([CH:8]1[C:16]2[C:11](=[CH:12][CH:13]=[C:14]([C:17](=[O:21])[N:18]([CH3:20])[CH3:19])[CH:15]=2)[CH2:10][N:9]1CC1C=CC=CC=1)=[O:7])(C)(C)C, predict the reaction product. (6) Given the reactants [Cl:1][C:2]1[CH:7]=[CH:6][C:5]([OH:8])=[CH:4][CH:3]=1.C(=O)([O-])[O-].[K+].[K+].[CH2:15](Br)[CH:16]=[CH2:17], predict the reaction product. The product is: [Cl:1][C:2]1[CH:7]=[CH:6][C:5]([O:8][CH2:17][CH:16]=[CH2:15])=[CH:4][CH:3]=1. (7) Given the reactants C1C2C(OC(=O)[N:16](C)[C@H:17]([CH:49]([CH3:51])[CH3:50])[C:18]([N:20]([CH:22]3[CH2:38][C@@H:37]4[C@@:25]([CH3:48])([C@@H:26]5[C@@H:34]([CH2:35][CH2:36]4)[C@:33]4([OH:39])[C@@:29]([CH3:47])([C@@H:30]([C:40]6[CH:41]=[CH:42][C:43](=[O:46])[O:44][CH:45]=6)[CH2:31][CH2:32]4)[CH2:28][CH2:27]5)[CH2:24][CH2:23]3)[CH3:21])=[O:19])C3C(=CC=CC=3)C=2C=CC=1, predict the reaction product. The product is: [NH2:16][C@H:17]([CH:49]([CH3:51])[CH3:50])[C:18]([N:20]([CH:22]1[CH2:38][C@@H:37]2[C@@:25]([CH3:48])([C@@H:26]3[C@@H:34]([CH2:35][CH2:36]2)[C@:33]2([OH:39])[C@@:29]([CH3:47])([C@@H:30]([C:40]4[CH:41]=[CH:42][C:43](=[O:46])[O:44][CH:45]=4)[CH2:31][CH2:32]2)[CH2:28][CH2:27]3)[CH2:24][CH2:23]1)[CH3:21])=[O:19]. (8) Given the reactants F[C:2]1[CH:7]=[C:6]([O:8][CH:9]([CH3:11])[CH3:10])[CH:5]=[CH:4][C:3]=1[N+:12]([O-:14])=[O:13].[NH2:15][CH:16]1[CH2:21][CH2:20][N:19]([C:22]([O:24][C:25]([CH3:28])([CH3:27])[CH3:26])=[O:23])[CH2:18][CH2:17]1.C(N(C(C)C)CC)(C)C, predict the reaction product. The product is: [CH3:10][CH:9]([O:8][C:6]1[CH:5]=[CH:4][C:3]([N+:12]([O-:14])=[O:13])=[C:2]([NH:15][CH:16]2[CH2:17][CH2:18][N:19]([C:22]([O:24][C:25]([CH3:28])([CH3:27])[CH3:26])=[O:23])[CH2:20][CH2:21]2)[CH:7]=1)[CH3:11].